From a dataset of Oral bioavailability binary classification data from Ma et al.. Regression/Classification. Given a drug SMILES string, predict its absorption, distribution, metabolism, or excretion properties. Task type varies by dataset: regression for continuous measurements (e.g., permeability, clearance, half-life) or binary classification for categorical outcomes (e.g., BBB penetration, CYP inhibition). Dataset: bioavailability_ma. The drug is CCOC(=O)[C@H](CCc1ccccc1)N[C@@H](C)C(=O)N1CCC[C@H]1C(=O)O. The result is 1 (high bioavailability).